Dataset: Full USPTO retrosynthesis dataset with 1.9M reactions from patents (1976-2016). Task: Predict the reactants needed to synthesize the given product. (1) Given the product [Cl:9][C:7]1[N:6]=[C:5]([C:10]([NH2:15])=[O:12])[CH:4]=[C:3]([O:2][CH3:1])[CH:8]=1, predict the reactants needed to synthesize it. The reactants are: [CH3:1][O:2][C:3]1[CH:8]=[C:7]([Cl:9])[N:6]=[C:5]([C:10]([OH:12])=O)[CH:4]=1.C1N=C[N:15](C(N2C=NC=C2)=O)C=1.[NH4+].[OH-].O. (2) Given the product [CH2:1]([N:8]1[CH:13]2[CH2:14][CH2:15][CH:9]1[CH2:10][C:11](=[N:22][OH:23])[CH2:12]2)[C:2]1[CH:7]=[CH:6][CH:5]=[CH:4][CH:3]=1, predict the reactants needed to synthesize it. The reactants are: [CH2:1]([N:8]1[CH:13]2[CH2:14][CH2:15][CH:9]1[CH2:10][C:11](=O)[CH2:12]2)[C:2]1[CH:7]=[CH:6][CH:5]=[CH:4][CH:3]=1.C([O-])(=O)C.[Na+].[NH2:22][OH:23].Cl.[OH-].[Na+]. (3) Given the product [CH3:18][O:19][C@:7]1([C:1]2[CH:6]=[CH:5][CH:4]=[CH:3][CH:2]=2)[CH2:8][CH2:9][CH2:10][C@H:11]1[NH2:12], predict the reactants needed to synthesize it. The reactants are: [C:1]1([C:7]23[NH:12][CH:11]2[CH2:10][CH2:9][CH2:8]3)[CH:6]=[CH:5][CH:4]=[CH:3][CH:2]=1.S(=O)(=O)(O)O.[CH3:18][OH:19].